The task is: Regression. Given two drug SMILES strings and cell line genomic features, predict the synergy score measuring deviation from expected non-interaction effect.. This data is from NCI-60 drug combinations with 297,098 pairs across 59 cell lines. (1) Drug 1: CC1=C(C(CCC1)(C)C)C=CC(=CC=CC(=CC(=O)O)C)C. Drug 2: CCCCC(=O)OCC(=O)C1(CC(C2=C(C1)C(=C3C(=C2O)C(=O)C4=C(C3=O)C=CC=C4OC)O)OC5CC(C(C(O5)C)O)NC(=O)C(F)(F)F)O. Cell line: SF-539. Synergy scores: CSS=60.3, Synergy_ZIP=8.08, Synergy_Bliss=6.31, Synergy_Loewe=1.77, Synergy_HSA=7.68. (2) Cell line: HCT116. Drug 1: CN1C(=O)N2C=NC(=C2N=N1)C(=O)N. Drug 2: C(CC(=O)O)C(=O)CN.Cl. Synergy scores: CSS=-5.25, Synergy_ZIP=3.87, Synergy_Bliss=3.16, Synergy_Loewe=-6.08, Synergy_HSA=-6.82. (3) Synergy scores: CSS=2.86, Synergy_ZIP=-0.212, Synergy_Bliss=0.591, Synergy_Loewe=-1.01, Synergy_HSA=-1.01. Drug 1: CC(C1=C(C=CC(=C1Cl)F)Cl)OC2=C(N=CC(=C2)C3=CN(N=C3)C4CCNCC4)N. Cell line: NCI-H322M. Drug 2: C1CCC(C(C1)N)N.C(=O)(C(=O)[O-])[O-].[Pt+4]. (4) Drug 1: C1CCC(C1)C(CC#N)N2C=C(C=N2)C3=C4C=CNC4=NC=N3. Drug 2: C1=CN(C=N1)CC(O)(P(=O)(O)O)P(=O)(O)O. Cell line: NCI-H322M. Synergy scores: CSS=7.53, Synergy_ZIP=3.29, Synergy_Bliss=-1.10, Synergy_Loewe=-14.9, Synergy_HSA=-1.06. (5) Drug 1: CC1CCC2CC(C(=CC=CC=CC(CC(C(=O)C(C(C(=CC(C(=O)CC(OC(=O)C3CCCCN3C(=O)C(=O)C1(O2)O)C(C)CC4CCC(C(C4)OC)O)C)C)O)OC)C)C)C)OC. Drug 2: CS(=O)(=O)CCNCC1=CC=C(O1)C2=CC3=C(C=C2)N=CN=C3NC4=CC(=C(C=C4)OCC5=CC(=CC=C5)F)Cl. Cell line: HCC-2998. Synergy scores: CSS=3.79, Synergy_ZIP=2.49, Synergy_Bliss=10.3, Synergy_Loewe=1.85, Synergy_HSA=6.60. (6) Synergy scores: CSS=3.09, Synergy_ZIP=-2.41, Synergy_Bliss=-0.161, Synergy_Loewe=-4.07, Synergy_HSA=-2.60. Cell line: UO-31. Drug 1: CC(C)CN1C=NC2=C1C3=CC=CC=C3N=C2N. Drug 2: C1C(C(OC1N2C=NC(=NC2=O)N)CO)O. (7) Drug 1: CCC1=CC2CC(C3=C(CN(C2)C1)C4=CC=CC=C4N3)(C5=C(C=C6C(=C5)C78CCN9C7C(C=CC9)(C(C(C8N6C)(C(=O)OC)O)OC(=O)C)CC)OC)C(=O)OC.C(C(C(=O)O)O)(C(=O)O)O. Drug 2: C1CN(P(=O)(OC1)NCCCl)CCCl. Cell line: SR. Synergy scores: CSS=55.8, Synergy_ZIP=-0.488, Synergy_Bliss=-1.03, Synergy_Loewe=-31.2, Synergy_HSA=-0.624.